Dataset: Forward reaction prediction with 1.9M reactions from USPTO patents (1976-2016). Task: Predict the product of the given reaction. (1) The product is: [Cl:12][C:8]1[C:9]([CH3:11])=[CH:10][C:4]2[N:3]=[C:2]([N:24]3[CH2:25][CH2:26][N:21]([C:16]4[C:15]([C:14]([F:28])([F:13])[F:27])=[CH:20][CH:19]=[CH:18][N:17]=4)[CH2:22][CH2:23]3)[NH:6][C:5]=2[CH:7]=1. Given the reactants Cl[C:2]1[NH:3][C:4]2[CH:10]=[C:9]([CH3:11])[C:8]([Cl:12])=[CH:7][C:5]=2[N:6]=1.[F:13][C:14]([F:28])([F:27])[C:15]1[C:16]([N:21]2[CH2:26][CH2:25][NH:24][CH2:23][CH2:22]2)=[N:17][CH:18]=[CH:19][CH:20]=1, predict the reaction product. (2) Given the reactants [F:1][C:2]1[CH:7]=[CH:6][C:5]([C:8]2[O:12][CH:11]=[N:10][CH:9]=2)=[CH:4][CH:3]=1.[Li]CCCC.[Cl:18]C(Cl)(Cl)C(Cl)(Cl)Cl, predict the reaction product. The product is: [Cl:18][C:11]1[O:12][C:8]([C:5]2[CH:4]=[CH:3][C:2]([F:1])=[CH:7][CH:6]=2)=[CH:9][N:10]=1. (3) Given the reactants Br[C:2]1[CH:7]=[CH:6][C:5]([N:8]([C:16]2[CH:21]=[CH:20][C:19](Br)=[CH:18][CH:17]=2)[C:9]2[CH:14]=[CH:13][C:12](Br)=[CH:11][CH:10]=2)=[CH:4][CH:3]=1.[CH3:23][Si:24]([C:27]#[CH:28])([CH3:26])[CH3:25], predict the reaction product. The product is: [CH3:23][Si:24]([C:27]#[C:28][C:2]1[CH:7]=[CH:6][C:5]([N:8]([C:16]2[CH:21]=[CH:20][C:19]([C:28]#[C:27][Si:24]([CH3:26])([CH3:25])[CH3:23])=[CH:18][CH:17]=2)[C:9]2[CH:14]=[CH:13][C:12]([C:28]#[C:27][Si:24]([CH3:26])([CH3:25])[CH3:23])=[CH:11][CH:10]=2)=[CH:4][CH:3]=1)([CH3:26])[CH3:25]. (4) Given the reactants FC(F)(F)S(O[C@@H:7]([C:12]1[CH:13]=[N:14][C:15]([Cl:18])=[CH:16][CH:17]=1)[C:8]([F:11])([F:10])[F:9])(=O)=O.[NH:21]1[CH2:25][CH2:24][C@H:23]([NH:26][C:27](=[O:33])[O:28][C:29]([CH3:32])([CH3:31])[CH3:30])[CH2:22]1.C([O-])([O-])=O.[K+].[K+].O, predict the reaction product. The product is: [Cl:18][C:15]1[N:14]=[CH:13][C:12]([C@@H:7]([N:21]2[CH2:25][CH2:24][C@H:23]([NH:26][C:27](=[O:33])[O:28][C:29]([CH3:31])([CH3:30])[CH3:32])[CH2:22]2)[C:8]([F:11])([F:10])[F:9])=[CH:17][CH:16]=1. (5) Given the reactants [CH:1]1([C:7]2[CH:11]=[C:10]([C:12]3[CH:17]=[CH:16][C:15]([O:18][C:19]([F:22])([F:21])[F:20])=[CH:14][CH:13]=3)[N:9]([CH2:23][C:24]3[CH:32]=[CH:31][C:27]([C:28](O)=[O:29])=[CH:26][CH:25]=3)[N:8]=2)[CH2:6][CH2:5][CH2:4][CH2:3][CH2:2]1.C1C=CC2N(O)N=NC=2C=1.Cl.[NH2:44][CH2:45][C@@H:46]([OH:51])[C:47]([O:49][CH3:50])=[O:48].CCN(C(C)C)C(C)C, predict the reaction product. The product is: [CH:1]1([C:7]2[CH:11]=[C:10]([C:12]3[CH:13]=[CH:14][C:15]([O:18][C:19]([F:21])([F:20])[F:22])=[CH:16][CH:17]=3)[N:9]([CH2:23][C:24]3[CH:32]=[CH:31][C:27]([C:28]([NH:44][CH2:45][C@@H:46]([OH:51])[C:47]([O:49][CH3:50])=[O:48])=[O:29])=[CH:26][CH:25]=3)[N:8]=2)[CH2:6][CH2:5][CH2:4][CH2:3][CH2:2]1. (6) Given the reactants [CH2:1]([O:3][C:4](=[O:23])[CH:5]([OH:22])[CH2:6][N:7]([CH2:15][C:16]1[CH:21]=[CH:20][CH:19]=[CH:18][CH:17]=1)[CH2:8][C:9]1[CH:14]=[CH:13][CH:12]=[CH:11][CH:10]=1)[CH3:2].[C:24]([Si:28](Cl)([C:35]1[CH:40]=[CH:39][CH:38]=[CH:37][CH:36]=1)[C:29]1[CH:34]=[CH:33][CH:32]=[CH:31][CH:30]=1)([CH3:27])([CH3:26])[CH3:25].N1C=CN=C1, predict the reaction product. The product is: [CH2:1]([O:3][C:4](=[O:23])[CH:5]([O:22][Si:28]([C:24]([CH3:27])([CH3:26])[CH3:25])([C:35]1[CH:36]=[CH:37][CH:38]=[CH:39][CH:40]=1)[C:29]1[CH:34]=[CH:33][CH:32]=[CH:31][CH:30]=1)[CH2:6][N:7]([CH2:15][C:16]1[CH:17]=[CH:18][CH:19]=[CH:20][CH:21]=1)[CH2:8][C:9]1[CH:10]=[CH:11][CH:12]=[CH:13][CH:14]=1)[CH3:2]. (7) Given the reactants [F:1][C:2]1[CH:3]=[CH:4][CH:5]=[C:6]2[C:10]=1[NH:9]C(=O)[C:7]2=[O:12].[OH:13]O.Cl, predict the reaction product. The product is: [NH2:9][C:10]1[C:2]([F:1])=[CH:3][CH:4]=[CH:5][C:6]=1[C:7]([OH:12])=[O:13]. (8) Given the reactants [CH2:1]([O:3][C:4]1[CH:5]=[C:6]([CH:10]=[CH:11][C:12]=1[O:13][CH2:14][C:15]1[CH:16]=[N:17][C:18]([O:21][CH3:22])=[CH:19][CH:20]=1)[CH:7]=[N:8]O)[CH3:2], predict the reaction product. The product is: [CH2:1]([O:3][C:4]1[CH:5]=[C:6]([CH2:7][NH2:8])[CH:10]=[CH:11][C:12]=1[O:13][CH2:14][C:15]1[CH:16]=[N:17][C:18]([O:21][CH3:22])=[CH:19][CH:20]=1)[CH3:2]. (9) The product is: [Br:1][C:2]1[C:7]([NH2:8])=[CH:6][C:5]([Br:11])=[CH:4][N:3]=1. Given the reactants [Br:1][C:2]1[C:7]([N+:8]([O-])=O)=[CH:6][C:5]([Br:11])=[CH:4][N:3]=1.CCCCCC, predict the reaction product.